Dataset: Catalyst prediction with 721,799 reactions and 888 catalyst types from USPTO. Task: Predict which catalyst facilitates the given reaction. (1) Reactant: [C:1]1([S:7]([N:10]2[C:14]3=[N:15][CH:16]=[C:17]([O:19][CH3:20])[CH:18]=[C:13]3[CH:12]=[CH:11]2)(=[O:9])=[O:8])[CH:6]=[CH:5][CH:4]=[CH:3][CH:2]=1.C([Li])CCC.CCCCCC.[CH3:32][S:33][C:34]1[CH:41]=[CH:40][C:37]([CH:38]=[O:39])=[CH:36][C:35]=1[C:42]([F:45])([F:44])[F:43]. Product: [C:1]1([S:7]([N:10]2[C:14]3=[N:15][CH:16]=[C:17]([O:19][CH3:20])[CH:18]=[C:13]3[CH:12]=[C:11]2[CH:38]([C:37]2[CH:40]=[CH:41][C:34]([S:33][CH3:32])=[C:35]([C:42]([F:45])([F:44])[F:43])[CH:36]=2)[OH:39])(=[O:8])=[O:9])[CH:6]=[CH:5][CH:4]=[CH:3][CH:2]=1. The catalyst class is: 7. (2) Reactant: [CH2:1]([O:3][C:4]([CH:6]1[CH2:11][N:10]([CH2:12][C:13]2[CH:18]=[C:17]([O:19][CH3:20])[C:16]([O:21][CH3:22])=[C:15]([O:23][CH3:24])[CH:14]=2)[CH2:9][CH2:8][NH:7]1)=[O:5])[CH3:2].C(N(CC)CC)C.[F:32][C:33]1[CH:38]=[CH:37][C:36]([CH:39]([C:46]2[CH:51]=[CH:50][C:49]([F:52])=[CH:48][CH:47]=2)[CH2:40][CH2:41][CH2:42][CH2:43][CH2:44]Br)=[CH:35][CH:34]=1. Product: [CH2:1]([O:3][C:4]([CH:6]1[CH2:11][N:10]([CH2:12][C:13]2[CH:18]=[C:17]([O:19][CH3:20])[C:16]([O:21][CH3:22])=[C:15]([O:23][CH3:24])[CH:14]=2)[CH2:9][CH2:8][N:7]1[CH2:44][CH2:43][CH2:42][CH2:41][CH2:40][CH:39]([C:36]1[CH:35]=[CH:34][C:33]([F:32])=[CH:38][CH:37]=1)[C:46]1[CH:51]=[CH:50][C:49]([F:52])=[CH:48][CH:47]=1)=[O:5])[CH3:2]. The catalyst class is: 48. (3) Reactant: Cl.[O:2]1[C:6]2[CH:7]=[CH:8][C:9]([N:11]([CH3:30])[C:12](=[O:29])[C@@H:13]([NH:21]C(=O)OC(C)(C)C)[CH2:14][C:15]3[CH:20]=[CH:19][CH:18]=[CH:17][CH:16]=3)=[CH:10][C:5]=2[O:4][CH2:3]1.C(N(C(C)C)CC)(C)C.[C:40]1([S:46]([N:49]=[C:50]=[O:51])(=[O:48])=[O:47])[CH:45]=[CH:44][CH:43]=[CH:42][CH:41]=1. Product: [O:2]1[C:6]2[CH:7]=[CH:8][C:9]([N:11]([CH3:30])[C:12](=[O:29])[C@@H:13]([NH:21][C:50]([NH:49][S:46]([C:40]3[CH:41]=[CH:42][CH:43]=[CH:44][CH:45]=3)(=[O:47])=[O:48])=[O:51])[CH2:14][C:15]3[CH:16]=[CH:17][CH:18]=[CH:19][CH:20]=3)=[CH:10][C:5]=2[O:4][CH2:3]1. The catalyst class is: 169. (4) Reactant: [CH:1](NC(C)C)(C)[CH3:2].[F:8][C:9]1[CH:10]=[N:11][CH:12]=[CH:13][CH:14]=1.C(I)C. Product: [CH2:1]([C:14]1[CH:13]=[CH:12][N:11]=[CH:10][C:9]=1[F:8])[CH3:2]. The catalyst class is: 30. (5) Reactant: [F:1][C:2]1[CH:7]=[C:6]([C:8]2[N:13]=[CH:12][C:11]3[C:14]([I:23])=[N:15][N:16]([CH:17]4[CH2:22][CH2:21][CH2:20][CH2:19][O:18]4)[C:10]=3[CH:9]=2)[C:5]([CH2:24][C:25]([F:28])([F:27])[F:26])=[CH:4][C:3]=1[OH:29].[CH2:30](Br)[C:31]1[CH:36]=[CH:35][CH:34]=[CH:33][CH:32]=1.C(=O)([O-])[O-].[K+].[K+]. The catalyst class is: 21. Product: [CH2:30]([O:29][C:3]1[C:2]([F:1])=[CH:7][C:6]([C:8]2[N:13]=[CH:12][C:11]3[C:14]([I:23])=[N:15][N:16]([CH:17]4[CH2:22][CH2:21][CH2:20][CH2:19][O:18]4)[C:10]=3[CH:9]=2)=[C:5]([CH2:24][C:25]([F:27])([F:26])[F:28])[CH:4]=1)[C:31]1[CH:36]=[CH:35][CH:34]=[CH:33][CH:32]=1. (6) Reactant: [NH2:1][C:2]([CH3:6])([CH3:5])[CH2:3][OH:4].[CH2:7]1[O:9][CH2:8]1. The catalyst class is: 6. Product: [OH:9][CH2:8][CH2:7][NH:1][C:2]([CH3:6])([CH3:5])[CH2:3][OH:4]. (7) The catalyst class is: 5. Product: [CH3:1][C:2]1[O:6][N:5]=[C:4]([CH2:7][N:8]2[C:16]3[C:11](=[CH:12][CH:13]=[CH:14][CH:15]=3)[C:10]([C:17]([OH:19])=[O:18])=[N:9]2)[CH:3]=1. Reactant: [CH3:1][C:2]1[O:6][N:5]=[C:4]([CH2:7][N:8]2[C:16]3[C:11](=[CH:12][CH:13]=[CH:14][CH:15]=3)[C:10]([C:17]([O:19]C)=[O:18])=[N:9]2)[CH:3]=1.[OH-].[Na+].